From a dataset of Full USPTO retrosynthesis dataset with 1.9M reactions from patents (1976-2016). Predict the reactants needed to synthesize the given product. (1) Given the product [CH3:39][S:3]([C:19]1[C:14]([CH:10]2[CH2:9][C:8]([CH3:7])([S:26]([C:29]3[CH:34]=[CH:33][CH:32]=[C:31]([C:35]([F:38])([F:36])[F:37])[CH:30]=3)(=[O:28])=[O:27])[CH2:13][CH2:12][O:11]2)=[N:15][CH:16]=[C:17]([C:22]([F:23])([F:24])[F:25])[CH:18]=1)(=[O:5])=[O:4], predict the reactants needed to synthesize it. The reactants are: OO[S:3]([O-:5])=[O:4].[K+].[CH3:7][C:8]1([S:26]([C:29]2[CH:34]=[CH:33][CH:32]=[C:31]([C:35]([F:38])([F:37])[F:36])[CH:30]=2)(=[O:28])=[O:27])[CH2:13][CH2:12][O:11][CH:10]([C:14]2[C:19](SC)=[CH:18][C:17]([C:22]([F:25])([F:24])[F:23])=[CH:16][N:15]=2)[CH2:9]1.[CH3:39]C#N. (2) Given the product [CH3:1][C:2]1[N:23]([CH3:24])[C:5]2[CH:6]=[C:7]([C:20]([NH2:26])=[O:22])[C:8]3[CH2:9][CH2:10][CH:11]([C:14]4[CH:19]=[CH:18][CH:17]=[CH:16][CH:15]=4)[NH:12][C:13]=3[C:4]=2[N:3]=1, predict the reactants needed to synthesize it. The reactants are: [CH3:1][C:2]1[N:23]([CH3:24])[C:5]2[CH:6]=[C:7]([C:20]([OH:22])=O)[C:8]3[CH2:9][CH2:10][CH:11]([C:14]4[CH:19]=[CH:18][CH:17]=[CH:16][CH:15]=4)[NH:12][C:13]=3[C:4]=2[N:3]=1.C[N:26](C)C=O. (3) Given the product [CH3:1][C:2]1[O:3][CH:4]=[CH:5][C:6]=1[CH:7]1[C:17]([C:18]([O:20][CH2:21][CH3:22])=[O:19])=[C:16]([CH2:23][CH2:24][CH3:25])[NH:9][C:10]2=[N:11][NH:12][CH:13]=[C:14]12, predict the reactants needed to synthesize it. The reactants are: [CH3:1][C:2]1[O:3][CH:4]=[CH:5][C:6]=1[CH:7]=O.[NH2:9][C:10]1[CH:14]=[CH:13][NH:12][N:11]=1.O=[C:16]([CH2:23][CH2:24][CH3:25])[CH2:17][C:18]([O:20][CH2:21][CH3:22])=[O:19]. (4) Given the product [C:1]1([C:7]2[CH:12]=[C:11]([CH2:13][CH2:14][S:15]([N:18]3[CH2:19][CH2:20][O:21][CH2:22][CH2:23]3)(=[O:17])=[O:16])[CH:10]=[CH:9][C:8]=2[NH:24][C:25]([C:27]2[NH:28][CH:29]=[C:30]([C:32]#[N:33])[N:31]=2)=[O:26])[CH2:6][CH2:5][CH2:4][CH2:3][CH:2]=1, predict the reactants needed to synthesize it. The reactants are: [C:1]1([C:7]2[CH:12]=[C:11]([CH2:13][CH2:14][S:15]([N:18]3[CH2:23][CH2:22][O:21][CH2:20][CH2:19]3)(=[O:17])=[O:16])[CH:10]=[CH:9][C:8]=2[NH:24][C:25]([C:27]2[N:28](COCC[Si](C)(C)C)[CH:29]=[C:30]([C:32]#[N:33])[N:31]=2)=[O:26])[CH2:6][CH2:5][CH2:4][CH2:3][CH:2]=1.C(O)(C(F)(F)F)=O. (5) Given the product [CH3:30][O:1][C:2]1[CH:7]=[C:6]([CH3:8])[N:5]([CH3:9])[C:4](=[O:10])[C:3]=1[C:11](=[O:25])[CH:12]=[CH:13][C:14]1[CH:19]=[CH:18][CH:17]=[C:16]([O:20][CH2:21][C:22]([NH2:24])=[O:23])[CH:15]=1, predict the reactants needed to synthesize it. The reactants are: [OH:1][C:2]1[CH:7]=[C:6]([CH3:8])[N:5]([CH3:9])[C:4](=[O:10])[C:3]=1[C:11](=[O:25])[CH:12]=[CH:13][C:14]1[CH:19]=[CH:18][CH:17]=[C:16]([O:20][CH2:21][C:22]([NH2:24])=[O:23])[CH:15]=1.S(OC)(O[CH3:30])(=O)=O.